From a dataset of Forward reaction prediction with 1.9M reactions from USPTO patents (1976-2016). Predict the product of the given reaction. (1) Given the reactants Br[C:2]1[CH:3]=[C:4]([C:8]2[N:9]=[C:10]([CH:20]([CH3:22])[CH3:21])[NH:11][C:12]=2[C:13]2[CH:18]=[CH:17][CH:16]=[C:15]([CH3:19])[N:14]=2)[CH:5]=[CH:6][CH:7]=1.B1([C:29]2[CH:34]=[CH:33][CH:32]=[N:31][CH:30]=2)OCCCO1, predict the reaction product. The product is: [CH:20]([C:10]1[NH:11][C:12]([C:13]2[CH:18]=[CH:17][CH:16]=[C:15]([CH3:19])[N:14]=2)=[C:8]([C:4]2[CH:5]=[CH:6][CH:7]=[C:2]([C:29]3[CH:30]=[N:31][CH:32]=[CH:33][CH:34]=3)[CH:3]=2)[N:9]=1)([CH3:22])[CH3:21]. (2) Given the reactants [NH2:1]/[C:2](/[CH2:9][O:10][CH2:11][CH2:12][N:13]1[C:17](=[O:18])[C:16]2=[CH:19][CH:20]=[CH:21][CH:22]=[C:15]2[C:14]1=[O:23])=[CH:3]\[C:4]([O:6][CH2:7][CH3:8])=[O:5].[Cl:24][C:25]1[CH:39]=[CH:38][CH:37]=[CH:36][C:26]=1[CH:27]=[C:28]([C:33]([CH3:35])=O)[C:29]([O:31][CH3:32])=[O:30], predict the reaction product. The product is: [Cl:24][C:25]1[CH:39]=[CH:38][CH:37]=[CH:36][C:26]=1[CH:27]1[C:28]([C:29]([O:31][CH3:32])=[O:30])=[C:33]([CH3:35])[NH:1][C:2]([CH2:9][O:10][CH2:11][CH2:12][N:13]2[C:14](=[O:23])[C:15]3=[CH:22][CH:21]=[CH:20][CH:19]=[C:16]3[C:17]2=[O:18])=[C:3]1[C:4]([O:6][CH2:7][CH3:8])=[O:5]. (3) Given the reactants [Cl:1][C:2]1[CH:10]=[CH:9][CH:8]=[C:7]2[C:3]=1[CH:4]=[N:5][NH:6]2.C1(C)C=CC(S([O-])(=O)=O)=CC=1.[NH+]1C=CC=CC=1.[O:28]1[CH:33]=[CH:32][CH2:31][CH2:30][CH2:29]1, predict the reaction product. The product is: [Cl:1][C:2]1[CH:10]=[CH:9][CH:8]=[C:7]2[C:3]=1[CH:4]=[N:5][N:6]2[CH:29]1[CH2:30][CH2:31][CH2:32][CH2:33][O:28]1. (4) Given the reactants [Si]([O:18][C:19]1[CH:57]=[CH:56][C:22]([O:23][CH2:24][C@@H:25]([OH:55])[CH2:26][NH:27][CH2:28][CH2:29][O:30][C:31]2[CH:54]=[CH:53][C:34]([NH:35][CH:36]3[CH2:41][CH2:40][N:39]([C:42]([NH:44][CH2:45][CH2:46][CH2:47][CH2:48][CH2:49][CH2:50][CH2:51][CH3:52])=[O:43])[CH2:38][CH2:37]3)=[CH:33][CH:32]=2)=[CH:21][CH:20]=1)(C(C)(C)C)(C1C=CC=CC=1)C1C=CC=CC=1, predict the reaction product. The product is: [CH2:45]([NH:44][C:42]([N:39]1[CH2:40][CH2:41][CH:36]([NH:35][C:34]2[CH:53]=[CH:54][C:31]([O:30][CH2:29][CH2:28][NH:27][CH2:26][C@H:25]([OH:55])[CH2:24][O:23][C:22]3[CH:21]=[CH:20][C:19]([OH:18])=[CH:57][CH:56]=3)=[CH:32][CH:33]=2)[CH2:37][CH2:38]1)=[O:43])[CH2:46][CH2:47][CH2:48][CH2:49][CH2:50][CH2:51][CH3:52]. (5) Given the reactants C([O:3][C:4](=[O:34])[C:5]1[CH:10]=[C:9]([N:11]2[C:15]([CH3:16])=[CH:14][CH:13]=[C:12]2[C:17]2[CH:22]=[C:21]([Br:23])[CH:20]=[CH:19][C:18]=2[O:24][CH2:25][C:26]2[CH:31]=[CH:30][C:29]([F:32])=[CH:28][C:27]=2[Cl:33])[CH:8]=[N:7][CH:6]=1)C.[OH-].[Na+].CCO, predict the reaction product. The product is: [Br:23][C:21]1[CH:20]=[CH:19][C:18]([O:24][CH2:25][C:26]2[CH:31]=[CH:30][C:29]([F:32])=[CH:28][C:27]=2[Cl:33])=[C:17]([C:12]2[N:11]([C:9]3[CH:8]=[N:7][CH:6]=[C:5]([CH:10]=3)[C:4]([OH:34])=[O:3])[C:15]([CH3:16])=[CH:14][CH:13]=2)[CH:22]=1.